Dataset: Merck oncology drug combination screen with 23,052 pairs across 39 cell lines. Task: Regression. Given two drug SMILES strings and cell line genomic features, predict the synergy score measuring deviation from expected non-interaction effect. Drug 1: CCC1(O)CC2CN(CCc3c([nH]c4ccccc34)C(C(=O)OC)(c3cc4c(cc3OC)N(C)C3C(O)(C(=O)OC)C(OC(C)=O)C5(CC)C=CCN6CCC43C65)C2)C1. Drug 2: COC1=C2CC(C)CC(OC)C(O)C(C)C=C(C)C(OC(N)=O)C(OC)C=CC=C(C)C(=O)NC(=CC1=O)C2=O. Cell line: UWB1289BRCA1. Synergy scores: synergy=-22.3.